From a dataset of Forward reaction prediction with 1.9M reactions from USPTO patents (1976-2016). Predict the product of the given reaction. (1) Given the reactants [CH3:1][C:2]1([CH2:7][CH2:8][CH2:9][CH2:10][N:11]2[CH:15]=[C:14]([NH2:16])[CH:13]=[N:12]2)[O:6]CCO1.[Cl:17][C:18]1[CH:23]=[C:22]([F:24])[CH:21]=[CH:20][C:19]=1/[CH:25]=[CH:26]/[C:27](O)=[O:28], predict the reaction product. The product is: [Cl:17][C:18]1[CH:23]=[C:22]([F:24])[CH:21]=[CH:20][C:19]=1/[CH:25]=[CH:26]/[C:27]([NH:16][C:14]1[CH:13]=[N:12][N:11]([CH2:10][CH2:9][CH2:8][CH2:7][C:2](=[O:6])[CH3:1])[CH:15]=1)=[O:28]. (2) Given the reactants [CH3:1][C:2]1[CH:7]=[C:6]([O:8][CH2:9][CH2:10][CH:11]([C:16]2[S:17][C:18]3[CH:25]=[C:24]([C:26]([F:29])([F:28])[F:27])[CH:23]=[CH:22][C:19]=3[C:20]=2[CH3:21])[O:12][CH2:13][CH2:14][CH3:15])[CH:5]=[CH:4][C:3]=1[O:30][CH2:31][C:32]([O:34]CC)=[O:33].[OH-].[Na+], predict the reaction product. The product is: [CH3:1][C:2]1[CH:7]=[C:6]([O:8][CH2:9][CH2:10][CH:11]([C:16]2[S:17][C:18]3[CH:25]=[C:24]([C:26]([F:29])([F:27])[F:28])[CH:23]=[CH:22][C:19]=3[C:20]=2[CH3:21])[O:12][CH2:13][CH2:14][CH3:15])[CH:5]=[CH:4][C:3]=1[O:30][CH2:31][C:32]([OH:34])=[O:33]. (3) Given the reactants C(OC([NH:8][CH2:9][CH2:10][NH:11][C@H:12]1[CH2:17][CH2:16][C@H:15]([CH2:18][C:19]([NH:21][C@H:22]2[CH2:27][C:26]3[CH:28]=[CH:29][CH:30]=[C:31]([C:32]([OH:34])=[O:33])[C:25]=3[O:24][B:23]2[OH:35])=[O:20])[CH2:14][CH2:13]1)=O)(C)(C)C.Cl, predict the reaction product. The product is: [NH2:8][CH2:9][CH2:10][NH:11][C@H:12]1[CH2:17][CH2:16][C@H:15]([CH2:18][C:19]([NH:21][C@H:22]2[CH2:27][C:26]3[CH:28]=[CH:29][CH:30]=[C:31]([C:32]([OH:34])=[O:33])[C:25]=3[O:24][B:23]2[OH:35])=[O:20])[CH2:14][CH2:13]1. (4) Given the reactants [CH:1]1[C:13]2[NH:12][C:11]3[C:6](=[CH:7][CH:8]=[CH:9][CH:10]=3)[C:5]=2[CH:4]=[CH:3][CH:2]=1.[CH2:14](Br)[C:15]1[CH:20]=[CH:19][CH:18]=[CH:17][CH:16]=1, predict the reaction product. The product is: [C:15]1([CH2:14][N:12]2[C:11]3[CH:10]=[CH:9][CH:8]=[CH:7][C:6]=3[C:5]3[C:13]2=[CH:1][CH:2]=[CH:3][CH:4]=3)[CH:20]=[CH:19][CH:18]=[CH:17][CH:16]=1. (5) Given the reactants [I-].[Na+].[C:3](OC(=O)C)(=[O:5])[CH3:4].[CH2:10]([O:12][C:13](=[O:35])[CH2:14][N:15]1[C:23]2[CH2:22][CH2:21][CH2:20][C:19](=[N:24]O)[C:18]=2[C:17]([S:26][C:27]2[CH:32]=[CH:31][C:30]([Cl:33])=[CH:29][CH:28]=2)=[C:16]1[CH3:34])[CH3:11], predict the reaction product. The product is: [CH2:10]([O:12][C:13](=[O:35])[CH2:14][N:15]1[C:23]2[C:18](=[C:19]([NH:24][C:3](=[O:5])[CH3:4])[CH:20]=[CH:21][CH:22]=2)[C:17]([S:26][C:27]2[CH:32]=[CH:31][C:30]([Cl:33])=[CH:29][CH:28]=2)=[C:16]1[CH3:34])[CH3:11]. (6) Given the reactants [OH:1][C:2]1[CH:3]=[C:4]([CH:9]=[CH:10][CH:11]=1)[C:5]([O:7][CH3:8])=[O:6].[Br:12][CH2:13][CH2:14]Br.C(=O)([O-])[O-].[K+].[K+], predict the reaction product. The product is: [Br:12][CH2:13][CH2:14][O:1][C:2]1[CH:3]=[C:4]([CH:9]=[CH:10][CH:11]=1)[C:5]([O:7][CH3:8])=[O:6]. (7) The product is: [Cl:1][C:2]1[CH:9]=[C:8]([N:10]2[C@H:14]([CH2:15][O:16][CH3:17])[C@H:13]([OH:18])[C:12]([CH3:19])([CH3:20])[C:11]2=[O:21])[CH:7]=[CH:6][C:3]=1[C:4]#[N:5]. Given the reactants [Cl:1][C:2]1[CH:9]=[C:8]([N:10]2[CH:14]([CH2:15][O:16][CH3:17])[C:13](=[O:18])[C:12]([CH3:20])([CH3:19])[C:11]2=[O:21])[CH:7]=[CH:6][C:3]=1[C:4]#[N:5].C([BH-](C(CC)C)C(CC)C)(CC)C.[Li+].C1COCC1, predict the reaction product.